Predict the reactants needed to synthesize the given product. From a dataset of Full USPTO retrosynthesis dataset with 1.9M reactions from patents (1976-2016). Given the product [CH3:17][N:18]([CH:19]([CH3:21])[CH3:20])[C:2]1[C:3](=[O:16])[NH:4][C:5]2[C:10]([N:11]=1)=[CH:9][C:8]([C:12]([O:14][CH3:15])=[O:13])=[CH:7][CH:6]=2, predict the reactants needed to synthesize it. The reactants are: Cl[C:2]1[C:3](=[O:16])[NH:4][C:5]2[C:10]([N:11]=1)=[CH:9][C:8]([C:12]([O:14][CH3:15])=[O:13])=[CH:7][CH:6]=2.[CH3:17][NH:18][CH:19]([CH3:21])[CH3:20].CCN(C(C)C)C(C)C.